Dataset: Full USPTO retrosynthesis dataset with 1.9M reactions from patents (1976-2016). Task: Predict the reactants needed to synthesize the given product. Given the product [CH3:1][O:2][C:3](=[O:30])[C:4]([C:7]1[CH:12]=[CH:11][C:10]([CH2:13][CH2:14][N:15]2[CH2:16][CH2:17][CH:18]([C:21]3[N:22]([CH2:38][CH2:37][O:39][CH2:40][CH3:41])[C:23]4[CH:29]=[CH:28][CH:27]=[CH:26][C:24]=4[N:25]=3)[CH2:19][CH2:20]2)=[CH:9][CH:8]=1)([CH3:5])[CH3:6], predict the reactants needed to synthesize it. The reactants are: [CH3:1][O:2][C:3](=[O:30])[C:4]([C:7]1[CH:12]=[CH:11][C:10]([CH2:13][CH2:14][N:15]2[CH2:20][CH2:19][CH:18]([C:21]3[NH:25][C:24]4[CH:26]=[CH:27][CH:28]=[CH:29][C:23]=4[N:22]=3)[CH2:17][CH2:16]2)=[CH:9][CH:8]=1)([CH3:6])[CH3:5].CC(C)([O-])C.[K+].[CH2:37]([O:39][CH2:40][CH2:41]CS([O-])(=O)=O)[CH3:38].CN(C=O)C.